This data is from Catalyst prediction with 721,799 reactions and 888 catalyst types from USPTO. The task is: Predict which catalyst facilitates the given reaction. (1) Reactant: [CH3:1][N:2]([CH3:20])[C:3](=[O:19])[CH2:4][N:5]1[CH2:11][CH2:10][C:9]2[CH:12]=[C:13]([N+:16]([O-])=O)[CH:14]=[CH:15][C:8]=2[CH2:7][CH2:6]1.CO. Product: [NH2:16][C:13]1[CH:14]=[CH:15][C:8]2[CH2:7][CH2:6][N:5]([CH2:4][C:3]([N:2]([CH3:1])[CH3:20])=[O:19])[CH2:11][CH2:10][C:9]=2[CH:12]=1. The catalyst class is: 45. (2) Reactant: [CH2:1]([N:8]1[CH2:13][CH2:12][CH2:11][C:10](=[CH:14][CH2:15][CH2:16][C:17]#[N:18])[CH2:9]1)[C:2]1[CH:7]=[CH:6][CH:5]=[CH:4][CH:3]=1.[H][H]. Product: [CH2:1]([N:8]1[CH2:13][CH2:12][CH2:11][CH:10]([CH2:14][CH2:15][CH2:16][CH2:17][NH2:18])[CH2:9]1)[C:2]1[CH:7]=[CH:6][CH:5]=[CH:4][CH:3]=1. The catalyst class is: 171. (3) Reactant: C([N:3](CC)CC)C.C(OC(Cl)=O)C(C)C.[CH3:16][O:17][CH2:18][O:19][C:20]1[CH:25]=[C:24]([O:26][CH2:27][O:28][CH3:29])[CH:23]=[CH:22][C:21]=1[CH:30]1[CH2:35][CH2:34][CH2:33][CH:32]([C:36]([OH:38])=O)[CH2:31]1.N. Product: [CH3:16][O:17][CH2:18][O:19][C:20]1[CH:25]=[C:24]([O:26][CH2:27][O:28][CH3:29])[CH:23]=[CH:22][C:21]=1[CH:30]1[CH2:35][CH2:34][CH2:33][CH:32]([C:36]([NH2:3])=[O:38])[CH2:31]1. The catalyst class is: 7.